Dataset: Forward reaction prediction with 1.9M reactions from USPTO patents (1976-2016). Task: Predict the product of the given reaction. (1) Given the reactants [NH2:1][CH:2]([C:34]1[CH:39]=[C:38]([C:40]([F:43])([F:42])[F:41])[CH:37]=[C:36]([C:44]([F:47])([F:46])[F:45])[CH:35]=1)[CH2:3][N:4]([CH2:12][C:13]1[CH:18]=[C:17]([C:19]([F:22])([F:21])[F:20])[CH:16]=[CH:15][C:14]=1[C:23]1[CH:28]=[C:27]([CH:29]([CH3:31])[CH3:30])[CH:26]=[CH:25][C:24]=1[O:32][CH3:33])C(=O)OC(C)(C)C.FC(F)(F)C1C=C(C(NC(=O)OC(C)(C)C)CNCC2C=C(C(F)(F)F)C=CC=2C2C=C(C(C)C)C=CC=2OC)C=C(C(F)(F)F)C=1.C(O)(C(F)(F)F)=O.[OH-].[Na+], predict the reaction product. The product is: [F:41][C:40]([F:42])([F:43])[C:38]1[CH:39]=[C:34]([CH:2]([NH2:1])[CH2:3][NH:4][CH2:12][C:13]2[CH:18]=[C:17]([C:19]([F:20])([F:21])[F:22])[CH:16]=[CH:15][C:14]=2[C:23]2[CH:28]=[C:27]([CH:29]([CH3:31])[CH3:30])[CH:26]=[CH:25][C:24]=2[O:32][CH3:33])[CH:35]=[C:36]([C:44]([F:45])([F:47])[F:46])[CH:37]=1. (2) Given the reactants FC(F)(F)C(O)=O.C([O-])(=O)C.[NH4+:12].[F:13][C:14]1[C:19]([N:20]([CH2:23][C:24](=O)[CH3:25])[CH:21]=O)=[CH:18][CH:17]=[C:16]([F:27])[N:15]=1.C(=O)(O)[O-].[Na+], predict the reaction product. The product is: [F:13][C:14]1[C:19]([N:20]2[CH:23]=[C:24]([CH3:25])[N:12]=[CH:21]2)=[CH:18][CH:17]=[C:16]([F:27])[N:15]=1. (3) Given the reactants [Cl:1][C:2]1[CH:7]=[CH:6][C:5]([N+:8]([O-:10])=[O:9])=[CH:4][C:3]=1[OH:11].C([O-])([O-])=O.[K+].[K+].[CH2:18](Br)[CH:19]=[CH2:20], predict the reaction product. The product is: [CH2:20]([O:11][C:3]1[CH:4]=[C:5]([N+:8]([O-:10])=[O:9])[CH:6]=[CH:7][C:2]=1[Cl:1])[CH:19]=[CH2:18]. (4) The product is: [NH2:7][C@@H:8]1[CH2:13][CH2:12][C@H:11]([N:14]2[C:19](=[O:20])[C:18]3[CH:21]=[C:22]([F:25])[CH:23]=[N:24][C:17]=3[N:16]([C:26]3[CH:27]=[C:28]([C:32]4[CH:33]=[CH:34][C:35]([CH3:38])=[CH:36][CH:37]=4)[CH:29]=[CH:30][CH:31]=3)[C:15]2=[O:39])[CH2:10][CH2:9]1. Given the reactants C(OC(=O)[NH:7][C@H:8]1[CH2:13][CH2:12][C@@H:11]([N:14]2[C:19](=[O:20])[C:18]3[CH:21]=[C:22]([F:25])[CH:23]=[N:24][C:17]=3[N:16]([C:26]3[CH:27]=[C:28]([C:32]4[CH:37]=[CH:36][C:35]([CH3:38])=[CH:34][CH:33]=4)[CH:29]=[CH:30][CH:31]=3)[C:15]2=[O:39])[CH2:10][CH2:9]1)(C)(C)C.O1CCOCC1, predict the reaction product. (5) Given the reactants [F:1][C:2]1[N:7]=[C:6]([CH2:8][OH:9])[CH:5]=[CH:4][CH:3]=1.[Cl:10][C:11]1[CH:16]=[N:15][CH:14]=[C:13](Cl)[N:12]=1.[H-].[Na+], predict the reaction product. The product is: [Cl:10][C:11]1[CH:16]=[N:15][CH:14]=[C:13]([O:9][CH2:8][C:6]2[CH:5]=[CH:4][CH:3]=[C:2]([F:1])[N:7]=2)[N:12]=1. (6) Given the reactants Br[C:2]1[C:3]([O:18][C:19]2[CH:24]=[CH:23][CH:22]=[CH:21][CH:20]=2)=[C:4]2[C:9](=[CH:10][CH:11]=1)[N:8]([C:12]([CH:14]1[CH2:16][CH2:15]1)=[O:13])[C@@H:7]([CH3:17])[CH2:6][CH2:5]2.[F-].[Cs+].[CH2:27]([Sn](CCCC)(CCCC)C#CC)[CH2:28][CH2:29]C, predict the reaction product. The product is: [CH:14]1([C:12]([N:8]2[C:9]3[C:4](=[C:3]([O:18][C:19]4[CH:20]=[CH:21][CH:22]=[CH:23][CH:24]=4)[C:2]([C:27]#[C:28][CH3:29])=[CH:11][CH:10]=3)[CH2:5][CH2:6][C@@H:7]2[CH3:17])=[O:13])[CH2:16][CH2:15]1.